This data is from Reaction yield outcomes from USPTO patents with 853,638 reactions. The task is: Predict the reaction yield, written as a fraction of the theoretical maximum amount of product (1.0 means a 100% yield; for example, 0.34 means a 34% yield). The reactants are [Li]CCCC.C([NH:9]C(C)C)(C)C.[C:13]([Si:17]([CH3:28])(C)[C:18]1[C:23]([F:24])=[CH:22][N:21]=[C:20]([F:25])[C:19]=1[F:26])([CH3:16])([CH3:15])[CH3:14].F[C:30]1[N:41]=[CH:40][CH:39]=[CH:38][C:31]=1[C:32]([N:34](OC)C)=O.NN. The catalyst is C1COCC1. The product is [C:13]([SiH:17]([CH3:28])[C:18]1[C:19]([F:26])=[C:20]([F:25])[N:21]=[C:22]([C:32]2[C:31]3[C:30](=[N:41][CH:40]=[CH:39][CH:38]=3)[NH:9][N:34]=2)[C:23]=1[F:24])([CH3:14])([CH3:15])[CH3:16]. The yield is 0.300.